This data is from Full USPTO retrosynthesis dataset with 1.9M reactions from patents (1976-2016). The task is: Predict the reactants needed to synthesize the given product. (1) Given the product [NH:21]1[C:22]2[C:18](=[CH:17][C:16]([O:15][C:2]3[C:11]4[C:6](=[CH:7][C:8]5[O:14][CH2:13][O:12][C:9]=5[CH:10]=4)[N:5]=[CH:4][N:3]=3)=[CH:24][N:23]=2)[CH:19]=[CH:20]1, predict the reactants needed to synthesize it. The reactants are: Cl[C:2]1[C:11]2[CH:10]=[C:9]3[O:12][CH2:13][O:14][C:8]3=[CH:7][C:6]=2[N:5]=[CH:4][N:3]=1.[OH:15][C:16]1[CH:17]=[C:18]2[C:22](=[N:23][CH:24]=1)[NH:21][CH:20]=[CH:19]2.C(=O)([O-])[O-].[K+].[K+]. (2) Given the product [CH:1]([O:4][C:5]1[CH:6]=[C:7]([CH3:12])[CH:8]=[CH:9][C:10]=1[B:23]([OH:27])[OH:24])([CH3:3])[CH3:2], predict the reactants needed to synthesize it. The reactants are: [CH:1]([O:4][C:5]1[CH:6]=[C:7]([CH3:12])[CH:8]=[CH:9][C:10]=1Br)([CH3:3])[CH3:2].O1CCCC1.C([Li])CCC.[B:23](OCC)([O:27]CC)[O:24]CC.